Dataset: Full USPTO retrosynthesis dataset with 1.9M reactions from patents (1976-2016). Task: Predict the reactants needed to synthesize the given product. Given the product [S:33]1[CH:37]=[N:36][N:35]=[C:34]1[NH:38][C:19](=[O:20])[CH:18]([CH3:22])[CH:17]([C:23]1[CH:28]=[CH:27][C:26]([C:29]([O:31][CH3:32])=[O:30])=[CH:25][CH:24]=1)[C:13]1[CH:12]=[C:11]2[C:16](=[CH:15][CH:14]=1)[N:8]([C:5]1[CH:6]=[CH:7][C:2]([F:1])=[CH:3][CH:4]=1)[N:9]=[CH:10]2, predict the reactants needed to synthesize it. The reactants are: [F:1][C:2]1[CH:7]=[CH:6][C:5]([N:8]2[C:16]3[C:11](=[CH:12][C:13]([CH:17]([C:23]4[CH:28]=[CH:27][C:26]([C:29]([O:31][CH3:32])=[O:30])=[CH:25][CH:24]=4)[CH:18]([CH3:22])[C:19](O)=[O:20])=[CH:14][CH:15]=3)[CH:10]=[N:9]2)=[CH:4][CH:3]=1.[S:33]1[CH:37]=[N:36][N:35]=[C:34]1[NH2:38].